This data is from NCI-60 drug combinations with 297,098 pairs across 59 cell lines. The task is: Regression. Given two drug SMILES strings and cell line genomic features, predict the synergy score measuring deviation from expected non-interaction effect. (1) Drug 1: C1=CC(=C2C(=C1NCCNCCO)C(=O)C3=C(C=CC(=C3C2=O)O)O)NCCNCCO. Drug 2: C1=CN(C(=O)N=C1N)C2C(C(C(O2)CO)O)O.Cl. Cell line: OVCAR-8. Synergy scores: CSS=56.4, Synergy_ZIP=-1.45, Synergy_Bliss=-2.91, Synergy_Loewe=1.72, Synergy_HSA=4.07. (2) Drug 1: CN1CCC(CC1)COC2=C(C=C3C(=C2)N=CN=C3NC4=C(C=C(C=C4)Br)F)OC. Drug 2: CN(C(=O)NC(C=O)C(C(C(CO)O)O)O)N=O. Cell line: NCIH23. Synergy scores: CSS=6.63, Synergy_ZIP=-1.39, Synergy_Bliss=0.300, Synergy_Loewe=-3.35, Synergy_HSA=0.634. (3) Drug 1: CCN(CC)CCNC(=O)C1=C(NC(=C1C)C=C2C3=C(C=CC(=C3)F)NC2=O)C. Drug 2: CC1=C(C(=O)C2=C(C1=O)N3CC4C(C3(C2COC(=O)N)OC)N4)N. Cell line: DU-145. Synergy scores: CSS=41.1, Synergy_ZIP=0.882, Synergy_Bliss=1.06, Synergy_Loewe=-34.3, Synergy_HSA=-0.976. (4) Drug 1: CC1=CC=C(C=C1)C2=CC(=NN2C3=CC=C(C=C3)S(=O)(=O)N)C(F)(F)F. Drug 2: C#CCC(CC1=CN=C2C(=N1)C(=NC(=N2)N)N)C3=CC=C(C=C3)C(=O)NC(CCC(=O)O)C(=O)O. Cell line: HOP-92. Synergy scores: CSS=18.4, Synergy_ZIP=3.64, Synergy_Bliss=3.93, Synergy_Loewe=-11.0, Synergy_HSA=-1.23. (5) Drug 1: C1C(C(OC1N2C=NC3=C(N=C(N=C32)Cl)N)CO)O. Drug 2: C1=CN(C=N1)CC(O)(P(=O)(O)O)P(=O)(O)O. Cell line: NCI-H522. Synergy scores: CSS=14.6, Synergy_ZIP=-8.87, Synergy_Bliss=-2.55, Synergy_Loewe=-13.1, Synergy_HSA=-2.55. (6) Drug 1: C1=C(C(=O)NC(=O)N1)F. Drug 2: CC12CCC3C(C1CCC2O)C(CC4=C3C=CC(=C4)O)CCCCCCCCCS(=O)CCCC(C(F)(F)F)(F)F. Cell line: UO-31. Synergy scores: CSS=27.3, Synergy_ZIP=2.58, Synergy_Bliss=-2.57, Synergy_Loewe=-1.50, Synergy_HSA=-1.34.